Dataset: Full USPTO retrosynthesis dataset with 1.9M reactions from patents (1976-2016). Task: Predict the reactants needed to synthesize the given product. (1) Given the product [CH3:13][N:9]1[C:10](=[O:12])[CH2:11][N:7]([CH2:6][C:5]2[CH:15]=[CH:16][C:2]([B:17]3[O:21][C:20]([CH3:23])([CH3:22])[C:19]([CH3:25])([CH3:24])[O:18]3)=[CH:3][CH:4]=2)[C:8]1=[O:14], predict the reactants needed to synthesize it. The reactants are: Br[C:2]1[CH:16]=[CH:15][C:5]([CH2:6][N:7]2[CH2:11][C:10](=[O:12])[N:9]([CH3:13])[C:8]2=[O:14])=[CH:4][CH:3]=1.[B:17]1([B:17]2[O:21][C:20]([CH3:23])([CH3:22])[C:19]([CH3:25])([CH3:24])[O:18]2)[O:21][C:20]([CH3:23])([CH3:22])[C:19]([CH3:25])([CH3:24])[O:18]1.C([O-])(=O)C.[K+]. (2) The reactants are: [C:1]([C:5]1[N:10]=[C:9]([O:11][CH2:12][CH3:13])[C:8]([C:14]2[N:15]([C:35](Cl)=[O:36])[C:16]([C:28]3[CH:33]=[CH:32][C:31]([Cl:34])=[CH:30][CH:29]=3)([CH3:27])[C:17]([C:20]3[CH:25]=[CH:24][C:23]([Cl:26])=[CH:22][CH:21]=3)([CH3:19])[N:18]=2)=[CH:7][N:6]=1)([CH3:4])([CH3:3])[CH3:2].[NH:38]1[CH2:43][CH2:42][NH:41][CH2:40][C:39]1=[O:44]. Given the product [C:1]([C:5]1[N:10]=[C:9]([O:11][CH2:12][CH3:13])[C:8]([C:14]2[N:15]([C:35]([N:41]3[CH2:42][CH2:43][NH:38][C:39](=[O:44])[CH2:40]3)=[O:36])[C@@:16]([C:28]3[CH:33]=[CH:32][C:31]([Cl:34])=[CH:30][CH:29]=3)([CH3:27])[C@@:17]([C:20]3[CH:25]=[CH:24][C:23]([Cl:26])=[CH:22][CH:21]=3)([CH3:19])[N:18]=2)=[CH:7][N:6]=1)([CH3:2])([CH3:3])[CH3:4], predict the reactants needed to synthesize it. (3) Given the product [OH:1][C:2]([CH3:34])([CH3:35])[CH2:3][C@@:4]1([C:28]2[CH:33]=[CH:32][CH:31]=[CH:30][CH:29]=2)[O:9][C:8](=[O:10])[N:7]([C@H:11]([C:13]2[CH:14]=[CH:15][C:16]([C:37]3[CH:38]=[N:39][C:40](=[O:44])[N:41]([CH3:43])[CH:42]=3)=[CH:17][CH:18]=2)[CH3:12])[CH2:6][CH2:5]1.[Br:36][C:37]1[CH:38]=[N:39][C:40](=[O:44])[N:41]([CH3:43])[CH:42]=1, predict the reactants needed to synthesize it. The reactants are: [OH:1][C:2]([CH3:35])([CH3:34])[CH2:3][C@@:4]1([C:28]2[CH:33]=[CH:32][CH:31]=[CH:30][CH:29]=2)[O:9][C:8](=[O:10])[N:7]([C@H:11]([C:13]2[CH:18]=[CH:17][C:16](B3OC(C)(C)C(C)(C)O3)=[CH:15][CH:14]=2)[CH3:12])[CH2:6][CH2:5]1.[Br:36][C:37]1[CH:38]=[N:39][C:40](=[O:44])[N:41]([CH3:43])[CH:42]=1.BrC1C=NC(O)=NC=1. (4) Given the product [S:1]1[C:5]2[CH:6]=[CH:7][CH:8]=[CH:9][C:4]=2[N:3]=[C:2]1[C:10]([C:12]1[CH:17]=[CH:16][C:15]([O:18][C:19]2[C:24]([N:26]3[CH2:31][CH2:30][O:29][CH2:28][CH2:27]3)=[N:23][CH:22]=[CH:21][N:20]=2)=[CH:14][CH:13]=1)=[O:11], predict the reactants needed to synthesize it. The reactants are: [S:1]1[C:5]2[CH:6]=[CH:7][CH:8]=[CH:9][C:4]=2[N:3]=[C:2]1[C:10]([C:12]1[CH:17]=[CH:16][C:15]([O:18][C:19]2[C:24](Cl)=[N:23][CH:22]=[CH:21][N:20]=2)=[CH:14][CH:13]=1)=[O:11].[NH:26]1[CH2:31][CH2:30][O:29][CH2:28][CH2:27]1. (5) Given the product [Br:14][C:15]1[CH:16]=[C:17]2[C:21](=[C:22]([Cl:24])[CH:23]=1)[N:20]([C:2]1[C:3](=[O:13])[N:4]([CH:9]([CH3:12])[CH2:10][CH3:11])[CH:5]=[C:6]([Cl:8])[N:7]=1)[CH2:19][CH2:18]2, predict the reactants needed to synthesize it. The reactants are: Cl[C:2]1[C:3](=[O:13])[N:4]([CH:9]([CH3:12])[CH2:10][CH3:11])[CH:5]=[C:6]([Cl:8])[N:7]=1.[Br:14][C:15]1[CH:16]=[C:17]2[C:21](=[C:22]([Cl:24])[CH:23]=1)[NH:20][CH2:19][CH2:18]2. (6) The reactants are: Cl.[NH2:2][C@@H:3]1[CH2:12][CH2:11][CH2:10][C:9]2[C:8]([C:13]3[N:17]=[C:16]([C:18]4[CH:19]=[CH:20][C:21]([O:26][CH:27]([CH3:29])[CH3:28])=[C:22]([CH:25]=4)[C:23]#[N:24])[O:15][N:14]=3)=[CH:7][CH:6]=[CH:5][C:4]1=2.[C:30](Cl)(=[O:32])[CH3:31].CCN(CC)CC. Given the product [C:23]([C:22]1[CH:25]=[C:18]([C:16]2[O:15][N:14]=[C:13]([C:8]3[CH:7]=[CH:6][CH:5]=[C:4]4[C:9]=3[CH2:10][CH2:11][CH2:12][C@H:3]4[NH:2][C:30](=[O:32])[CH3:31])[N:17]=2)[CH:19]=[CH:20][C:21]=1[O:26][CH:27]([CH3:29])[CH3:28])#[N:24], predict the reactants needed to synthesize it. (7) Given the product [CH2:30]([O:12][C@H:10]1[CH2:11][N:7]([CH:1]2[CH2:6][CH2:5][CH2:4][CH2:3][CH2:2]2)[CH2:8][C@@H:9]1[NH:13][C:14](=[O:29])[CH2:15][NH:16][C:17](=[O:28])[C:18]1[CH:23]=[CH:22][CH:21]=[C:20]([C:24]([F:26])([F:27])[F:25])[CH:19]=1)[C:31]1[CH:36]=[CH:35][CH:34]=[CH:33][CH:32]=1, predict the reactants needed to synthesize it. The reactants are: [CH:1]1([N:7]2[CH2:11][C@H:10]([OH:12])[C@@H:9]([NH:13][C:14](=[O:29])[CH2:15][NH:16][C:17](=[O:28])[C:18]3[CH:23]=[CH:22][CH:21]=[C:20]([C:24]([F:27])([F:26])[F:25])[CH:19]=3)[CH2:8]2)[CH2:6][CH2:5][CH2:4][CH2:3][CH2:2]1.[CH2:30](Br)[C:31]1[CH:36]=[CH:35][CH:34]=[CH:33][CH:32]=1.